Dataset: NCI-60 drug combinations with 297,098 pairs across 59 cell lines. Task: Regression. Given two drug SMILES strings and cell line genomic features, predict the synergy score measuring deviation from expected non-interaction effect. (1) Drug 1: COC1=NC(=NC2=C1N=CN2C3C(C(C(O3)CO)O)O)N. Drug 2: C1=CC=C(C=C1)NC(=O)CCCCCCC(=O)NO. Cell line: OVCAR-4. Synergy scores: CSS=1.05, Synergy_ZIP=-0.872, Synergy_Bliss=-0.543, Synergy_Loewe=-11.1, Synergy_HSA=-4.02. (2) Drug 1: CC1=C(C(=O)C2=C(C1=O)N3CC4C(C3(C2COC(=O)N)OC)N4)N. Drug 2: CC1CCCC2(C(O2)CC(NC(=O)CC(C(C(=O)C(C1O)C)(C)C)O)C(=CC3=CSC(=N3)C)C)C. Cell line: UACC62. Synergy scores: CSS=52.7, Synergy_ZIP=-5.29, Synergy_Bliss=-6.10, Synergy_Loewe=-0.560, Synergy_HSA=1.46. (3) Drug 1: C#CCC(CC1=CN=C2C(=N1)C(=NC(=N2)N)N)C3=CC=C(C=C3)C(=O)NC(CCC(=O)O)C(=O)O. Drug 2: C(CN)CNCCSP(=O)(O)O. Cell line: U251. Synergy scores: CSS=-6.06, Synergy_ZIP=6.84, Synergy_Bliss=4.53, Synergy_Loewe=1.07, Synergy_HSA=-4.39. (4) Drug 2: CN1C2=C(C=C(C=C2)N(CCCl)CCCl)N=C1CCCC(=O)O.Cl. Synergy scores: CSS=34.4, Synergy_ZIP=-0.720, Synergy_Bliss=0.0937, Synergy_Loewe=-5.41, Synergy_HSA=1.37. Drug 1: CC(CN1CC(=O)NC(=O)C1)N2CC(=O)NC(=O)C2. Cell line: ACHN. (5) Drug 1: C1=NC2=C(N=C(N=C2N1C3C(C(C(O3)CO)O)O)F)N. Drug 2: CC1=C(C(CCC1)(C)C)C=CC(=CC=CC(=CC(=O)O)C)C. Cell line: A549. Synergy scores: CSS=18.8, Synergy_ZIP=0.568, Synergy_Bliss=-0.616, Synergy_Loewe=-4.93, Synergy_HSA=1.13. (6) Drug 1: C1CCC(CC1)NC(=O)N(CCCl)N=O. Drug 2: CC1CCCC2(C(O2)CC(NC(=O)CC(C(C(=O)C(C1O)C)(C)C)O)C(=CC3=CSC(=N3)C)C)C. Cell line: HT29. Synergy scores: CSS=18.1, Synergy_ZIP=-4.28, Synergy_Bliss=3.77, Synergy_Loewe=-0.410, Synergy_HSA=2.29. (7) Drug 1: CC(CN1CC(=O)NC(=O)C1)N2CC(=O)NC(=O)C2. Drug 2: CC1=C(C=C(C=C1)C(=O)NC2=CC(=CC(=C2)C(F)(F)F)N3C=C(N=C3)C)NC4=NC=CC(=N4)C5=CN=CC=C5. Cell line: CAKI-1. Synergy scores: CSS=15.7, Synergy_ZIP=-11.6, Synergy_Bliss=-12.2, Synergy_Loewe=-6.93, Synergy_HSA=-6.76. (8) Drug 1: CC1=C(C(=O)C2=C(C1=O)N3CC4C(C3(C2COC(=O)N)OC)N4)N. Drug 2: CCC1(C2=C(COC1=O)C(=O)N3CC4=CC5=C(C=CC(=C5CN(C)C)O)N=C4C3=C2)O.Cl. Cell line: MOLT-4. Synergy scores: CSS=-9.99, Synergy_ZIP=-32.8, Synergy_Bliss=-68.7, Synergy_Loewe=-103, Synergy_HSA=-71.5.